Dataset: Blood-brain barrier penetration binary classification data from Martins et al.. Task: Regression/Classification. Given a drug SMILES string, predict its absorption, distribution, metabolism, or excretion properties. Task type varies by dataset: regression for continuous measurements (e.g., permeability, clearance, half-life) or binary classification for categorical outcomes (e.g., BBB penetration, CYP inhibition). Dataset: bbb_martins. (1) The drug is CC(C)NCC(O)COc1ccc(CC(N)=O)cc1. The result is 0 (does not penetrate BBB). (2) The drug is O=C(NC(CO)C(O)c1ccc([N+](=O)[O-])cc1)C(Cl)Cl. The result is 0 (does not penetrate BBB). (3) The molecule is CC(CC(C)(C)O)OC(O)C(Cl)(Cl)Cl. The result is 1 (penetrates BBB). (4) The compound is C=CCN1CC[C@]23c4c5ccc(O)c4O[C@H]2C(=O)CC[C@@]3(O)[C@H]1C5. The result is 1 (penetrates BBB). (5) The compound is OC1(c2ccc(Cl)cc2)c2ccccc2C2=NCCN21. The result is 1 (penetrates BBB). (6) The drug is CC1(C)O[C@@H]2C[C@H]3[C@@H]4CCC5=CC(=O)CC[C@]5(C)[C@@]4(F)[C@@H](O)C[C@]3(C)[C@]2(C(=O)CCl)O1. The result is 1 (penetrates BBB). (7) The molecule is Cc1noc(NS(=O)(=O)c2ccc(N)cc2)c1C. The result is 1 (penetrates BBB).